This data is from Forward reaction prediction with 1.9M reactions from USPTO patents (1976-2016). The task is: Predict the product of the given reaction. (1) Given the reactants [CH:1]1([C:5]2[CH:10]=[CH:9][C:8](B(O)O)=[C:7]([F:14])[C:6]=2[O:15][CH3:16])[CH2:4][CH2:3][CH2:2]1.Br[C:18]1[CH:19]=[C:20]2[N:26]=[CH:25][NH:24][C:21]2=[N:22][CH:23]=1, predict the reaction product. The product is: [CH:1]1([C:5]2[CH:10]=[CH:9][C:8]([C:18]3[CH:19]=[C:20]4[N:26]=[CH:25][NH:24][C:21]4=[N:22][CH:23]=3)=[C:7]([F:14])[C:6]=2[O:15][CH3:16])[CH2:4][CH2:3][CH2:2]1. (2) Given the reactants [CH2:1]([S:3]([CH2:6][CH2:7][C:8]12[CH2:15][CH2:14][C:11]([C:16]([OH:18])=O)([CH2:12][CH2:13]1)[CH2:10][CH2:9]2)(=[O:5])=[O:4])[CH3:2].[C:19](Cl)(=O)[C:20](Cl)=O.C[N:26]([CH:28]=O)C, predict the reaction product. The product is: [CH:20]12[CH2:19][CH:10]3[CH2:9][CH:8]([CH2:13][CH:12]([CH2:11]3)[CH:28]1[NH:26][C:16]([C:11]13[CH2:10][CH2:9][C:8]([CH2:7][CH2:6][S:3]([CH2:1][CH3:2])(=[O:5])=[O:4])([CH2:15][CH2:14]1)[CH2:13][CH2:12]3)=[O:18])[CH2:7]2. (3) Given the reactants [NH2:1][CH2:2][CH2:3][C:4]1[C:12]2[C:7](=[C:8]([Br:16])[CH:9]=[C:10]3[O:15][CH2:14][CH2:13][C:11]3=2)[NH:6][C:5]=1[C:17]([OH:19])=[O:18].O1CCCC1.C(=O)([O-])O.[Na+].[C:30](O[C:30]([O:32][C:33]([CH3:36])([CH3:35])[CH3:34])=[O:31])([O:32][C:33]([CH3:36])([CH3:35])[CH3:34])=[O:31], predict the reaction product. The product is: [Br:16][C:8]1[CH:9]=[C:10]2[O:15][CH2:14][CH2:13][C:11]2=[C:12]2[C:7]=1[NH:6][C:5]([C:17]([OH:19])=[O:18])=[C:4]2[CH2:3][CH2:2][NH:1][C:30]([O:32][C:33]([CH3:36])([CH3:35])[CH3:34])=[O:31]. (4) Given the reactants [Cl:1][C:2]1[CH:3]=[CH:4][CH:5]=[C:6]2[C:11]=1[CH:10]=[N:9][CH:8]=[CH:7]2.C1C=C([Cl:18])C=C(C(OO)=O)C=1.CCOCC, predict the reaction product. The product is: [Cl:18][C:10]1[C:11]2[C:6](=[CH:5][CH:4]=[CH:3][C:2]=2[Cl:1])[CH:7]=[CH:8][N:9]=1. (5) Given the reactants [CH3:1][C:2]1([CH3:10])[O:9][C:7](=[O:8])[CH2:6][C:4](=[O:5])[O:3]1.C(N(CC)CC)C.[C:18](Cl)(=O)[CH2:19][CH2:20][CH3:21], predict the reaction product. The product is: [CH2:18]([CH:6]1[C:7](=[O:8])[O:9][C:2]([CH3:10])([CH3:1])[O:3][C:4]1=[O:5])[CH2:19][CH2:20][CH3:21]. (6) Given the reactants [Cl:1][C:2]1[CH:3]=[CH:4][C:5]([F:32])=[C:6]([C:8]2[CH:13]=[CH:12][C:11]([CH2:14][C@@H:15]([NH:24][C:25]([C:27]3[NH:28][N:29]=[N:30][CH:31]=3)=[O:26])[CH2:16][C@@H:17]([CH2:21][C:22]#[N:23])[C:18]([OH:20])=[O:19])=[CH:10][CH:9]=2)[CH:7]=1.[N-:33]=[N+:34]=[N-:35].[Na+].Cl.[OH-].[Na+], predict the reaction product. The product is: [Cl:1][C:2]1[CH:3]=[CH:4][C:5]([F:32])=[C:6]([C:8]2[CH:13]=[CH:12][C:11]([CH2:14][C@@H:15]([NH:24][C:25]([C:27]3[NH:28][N:29]=[N:30][CH:31]=3)=[O:26])[CH2:16][C@@H:17]([CH2:21][C:22]3[NH:35][N:34]=[N:33][N:23]=3)[C:18]([OH:20])=[O:19])=[CH:10][CH:9]=2)[CH:7]=1. (7) Given the reactants [NH2:1][C:2]1[C:10]([O:11][CH3:12])=[CH:9][CH:8]=[CH:7][C:3]=1[C:4]([OH:6])=[O:5].C1C(=O)N([Br:20])C(=O)C1, predict the reaction product. The product is: [NH2:1][C:2]1[C:10]([O:11][CH3:12])=[CH:9][C:8]([Br:20])=[CH:7][C:3]=1[C:4]([OH:6])=[O:5]. (8) Given the reactants [Cl:1][C:2]1[C:3]([C:23]2[N:27]3[CH:28]=[CH:29][CH:30]=[CH:31][C:26]3=[N:25][CH:24]=2)=[N:4][C:5]([NH:8][C:9]2[CH:14]=[CH:13][C:12]([N:15]3[CH2:20][CH2:19][NH:18][CH2:17][CH2:16]3)=[CH:11][C:10]=2[O:21][CH3:22])=[N:6][CH:7]=1.[O:32]1[CH2:37][CH2:36][N:35]([CH2:38][C:39](O)=[O:40])[CH2:34][CH2:33]1.C(N(C(C)C)C(C)C)C.CN(C(ON1N=NC2C=CC=NC1=2)=[N+](C)C)C.F[P-](F)(F)(F)(F)F, predict the reaction product. The product is: [Cl:1][C:2]1[C:3]([C:23]2[N:27]3[CH:28]=[CH:29][CH:30]=[CH:31][C:26]3=[N:25][CH:24]=2)=[N:4][C:5]([NH:8][C:9]2[CH:14]=[CH:13][C:12]([N:15]3[CH2:16][CH2:17][N:18]([C:39](=[O:40])[CH2:38][N:35]4[CH2:36][CH2:37][O:32][CH2:33][CH2:34]4)[CH2:19][CH2:20]3)=[CH:11][C:10]=2[O:21][CH3:22])=[N:6][CH:7]=1. (9) The product is: [Cl:3][CH2:2][C:6](=[O:5])[C@@H:7]([NH:17][C:18](=[O:19])[O:20][C:21]([CH3:22])([CH3:23])[CH3:24])[CH2:8][C:9]1[CH:14]=[C:13]([F:15])[CH:12]=[C:11]([F:16])[CH:10]=1. Given the reactants I[CH2:2][Cl:3].C[O:5][C:6](=O)[C@@H:7]([NH:17][C:18]([O:20][C:21]([CH3:24])([CH3:23])[CH3:22])=[O:19])[CH2:8][C:9]1[CH:14]=[C:13]([F:15])[CH:12]=[C:11]([F:16])[CH:10]=1.[Li+].CC([N-]C(C)C)C.C([Li])CCC, predict the reaction product. (10) Given the reactants CO[C:3]([C:5]1[N:6]=[C:7]([C:23]#[N:24])[C:8]2[C:13]([C:14]=1[OH:15])=[CH:12][CH:11]=[C:10]([O:16][C:17]1[CH:22]=[CH:21][CH:20]=[CH:19][CH:18]=1)[CH:9]=2)=[O:4].[NH2:25][CH2:26][C@H:27]([OH:31])[C:28]([OH:30])=[O:29].C[O-].[Na+].CO, predict the reaction product. The product is: [C:23]([C:7]1[C:8]2[C:13](=[CH:12][CH:11]=[C:10]([O:16][C:17]3[CH:22]=[CH:21][CH:20]=[CH:19][CH:18]=3)[CH:9]=2)[C:14]([OH:15])=[C:5]([C:3]([NH:25][CH2:26][C@H:27]([OH:31])[C:28]([OH:30])=[O:29])=[O:4])[N:6]=1)#[N:24].